This data is from Reaction yield outcomes from USPTO patents with 853,638 reactions. The task is: Predict the reaction yield, written as a fraction of the theoretical maximum amount of product (1.0 means a 100% yield; for example, 0.34 means a 34% yield). (1) The reactants are O=[C:2]1[C:7]2[CH:8]=[C:9]([C:11]3[CH:16]=[CH:15][CH:14]=[CH:13][CH:12]=3)[O:10][C:6]=2[C:5]([C:17]#[N:18])=[CH:4][NH:3]1.O=P(Cl)(Cl)[Cl:21]. No catalyst specified. The product is [Cl:21][C:2]1[C:7]2[CH:8]=[C:9]([C:11]3[CH:16]=[CH:15][CH:14]=[CH:13][CH:12]=3)[O:10][C:6]=2[C:5]([C:17]#[N:18])=[CH:4][N:3]=1. The yield is 0.697. (2) The catalyst is C(Cl)Cl. The yield is 0.570. The reactants are [C:1]1([S:7]([N:10]2[C:18]3[C:13](=[CH:14][C:15]([C:19]4[CH:24]=[CH:23][C:22]([N:25]5[CH2:30][CH2:29][N:28]([CH3:31])[CH2:27][CH2:26]5)=[CH:21][CH:20]=4)=[CH:16][CH:17]=3)[C:12]3[C:32](Cl)=[CH:33][CH:34]=[N:35][C:11]2=3)(=[O:9])=[O:8])[CH:6]=[CH:5][CH:4]=[CH:3][CH:2]=1.[CH2:37]([N:44]1[CH2:49][CH2:48][NH:47][CH2:46][CH2:45]1)[C:38]1[CH:43]=[CH:42][CH:41]=[CH:40][CH:39]=1. The product is [CH2:37]([N:44]1[CH2:49][CH2:48][N:47]([C:32]2[C:12]3[C:13]4[C:18](=[CH:17][CH:16]=[C:15]([C:19]5[CH:24]=[CH:23][C:22]([N:25]6[CH2:30][CH2:29][N:28]([CH3:31])[CH2:27][CH2:26]6)=[CH:21][CH:20]=5)[CH:14]=4)[N:10]([S:7]([C:1]4[CH:6]=[CH:5][CH:4]=[CH:3][CH:2]=4)(=[O:9])=[O:8])[C:11]=3[N:35]=[CH:34][CH:33]=2)[CH2:46][CH2:45]1)[C:38]1[CH:39]=[CH:40][CH:41]=[CH:42][CH:43]=1. (3) The reactants are [C:1]([N:8]1[CH2:12][CH2:11][C@H:10]([NH2:13])[CH2:9]1)([O:3][C:4]([CH3:7])([CH3:6])[CH3:5])=[O:2].C(N(CC)CC)C.[Cl:21][C:22]1[N:27]=[C:26](Cl)[CH:25]=[CH:24][N:23]=1.O. The catalyst is CC(N(C)C)=O. The product is [Cl:21][C:22]1[N:27]=[C:26]([NH:13][C@H:10]2[CH2:11][CH2:12][N:8]([C:1]([O:3][C:4]([CH3:7])([CH3:6])[CH3:5])=[O:2])[CH2:9]2)[CH:25]=[CH:24][N:23]=1. The yield is 0.900. (4) The reactants are [Cl:1][C:2]1[CH:3]=[C:4]([NH:9][C:10]([N:12]2[CH2:17][CH2:16][N:15]([CH2:18][CH2:19][C:20]([OH:22])=O)[C:14](=[O:23])[C@@H:13]2[CH3:24])=[O:11])[CH:5]=[CH:6][C:7]=1[Cl:8].[NH:25]1[CH2:30][CH2:29][O:28][CH2:27][CH2:26]1. No catalyst specified. The product is [Cl:1][C:2]1[CH:3]=[C:4]([NH:9][C:10]([N:12]2[CH2:17][CH2:16][N:15]([CH2:18][CH2:19][C:20]([N:25]3[CH2:30][CH2:29][O:28][CH2:27][CH2:26]3)=[O:22])[C:14](=[O:23])[C@@H:13]2[CH3:24])=[O:11])[CH:5]=[CH:6][C:7]=1[Cl:8]. The yield is 0.450. (5) The catalyst is [C].[Pd].C(O)C. The reactants are C([O:8][P:9]([O:19][C:20]1[CH:25]=[CH:24][C:23]([CH:26]([CH3:28])[CH3:27])=[C:22]([O:29][P:30]([O:40]CC2C=CC=CC=2)([O:32]CC2C=CC=CC=2)=[O:31])[CH:21]=1)([O:11]CC1C=CC=CC=1)=[O:10])C1C=CC=CC=1. The product is [P:9]([O:19][C:20]1[CH:25]=[CH:24][C:23]([CH:26]([CH3:28])[CH3:27])=[C:22]([O:29][P:30]([OH:32])([OH:40])=[O:31])[CH:21]=1)([OH:11])([OH:10])=[O:8]. The yield is 1.00. (6) The reactants are [CH3:1][O:2][C:3]1[N:8]=[CH:7][C:6]([NH2:9])=[C:5]([C:10]2[C:11]([F:16])=[N:12][CH:13]=[CH:14][CH:15]=2)[CH:4]=1.Br.[N:18]1([CH2:24][C:25]2[CH:30]=[CH:29][C:28](B(O)O)=[CH:27][CH:26]=2)[CH2:23][CH2:22][CH2:21][CH2:20][CH2:19]1. The catalyst is [F-].[K+].C(#N)C.O.Cl[Pd](Cl)([P](C1C=CC=CC=1)(C1C=CC=CC=1)C1C=CC=CC=1)[P](C1C=CC=CC=1)(C1C=CC=CC=1)C1C=CC=CC=1. The product is [CH3:1][O:2][C:3]1[N:8]=[CH:7][C:6]([NH2:9])=[C:5]([C:10]2[C:11]([F:16])=[N:12][CH:13]=[C:14]([C:28]3[CH:27]=[CH:26][C:25]([CH2:24][N:18]4[CH2:23][CH2:22][CH2:21][CH2:20][CH2:19]4)=[CH:30][CH:29]=3)[CH:15]=2)[CH:4]=1. The yield is 0.770. (7) The reactants are [Br:1][C:2]1[CH:3]=[CH:4][C:5]([NH2:8])=[N:6][CH:7]=1.[C:9](Cl)([C:22]1[CH:27]=[CH:26][CH:25]=[CH:24][CH:23]=1)([C:16]1[CH:21]=[CH:20][CH:19]=[CH:18][CH:17]=1)[C:10]1[CH:15]=[CH:14][CH:13]=[CH:12][CH:11]=1.C(N(CC)CC)C. The catalyst is C(Cl)Cl. The product is [Br:1][C:2]1[CH:3]=[CH:4][C:5]([NH:8][C:9]([C:10]2[CH:15]=[CH:14][CH:13]=[CH:12][CH:11]=2)([C:22]2[CH:23]=[CH:24][CH:25]=[CH:26][CH:27]=2)[C:16]2[CH:17]=[CH:18][CH:19]=[CH:20][CH:21]=2)=[N:6][CH:7]=1. The yield is 0.750.